From a dataset of Reaction yield outcomes from USPTO patents with 853,638 reactions. Predict the reaction yield, written as a fraction of the theoretical maximum amount of product (1.0 means a 100% yield; for example, 0.34 means a 34% yield). (1) The reactants are [CH:1]1([CH2:4][CH2:5][CH2:6][NH2:7])[CH2:3][CH2:2]1.C([O:10][C:11]([C:13]1[N:14]=[C:15]2[CH:20]=[CH:19][C:18]([N:21]3[CH2:26][CH2:25][N:24]([C:27](=[O:39])[C:28]4[CH:33]=[C:32]([F:34])[CH:31]=[CH:30][C:29]=4[C:35]([F:38])([F:37])[F:36])[CH2:23][CH2:22]3)=[N:17][N:16]2[CH:40]=1)=O)C. No catalyst specified. The product is [CH:1]1([CH2:4][CH2:5][CH2:6][NH:7][C:11]([C:13]2[N:14]=[C:15]3[CH:20]=[CH:19][C:18]([N:21]4[CH2:26][CH2:25][N:24]([C:27](=[O:39])[C:28]5[CH:33]=[C:32]([F:34])[CH:31]=[CH:30][C:29]=5[C:35]([F:36])([F:38])[F:37])[CH2:23][CH2:22]4)=[N:17][N:16]3[CH:40]=2)=[O:10])[CH2:3][CH2:2]1. The yield is 0.460. (2) The reactants are [C:1]([O:4][CH:5]1[CH:10]=[CH:9][CH:8](O[Si](C(C)(C)C)(C)C)[O:7][CH2:6]1)(=[O:3])[CH3:2].C(=O)=O.CC(C)=O.C([SiH](CC)CC)C.B(F)(F)F.CCOCC. The catalyst is C(Cl)Cl. The product is [C:1]([O:4][CH:5]1[CH:10]=[CH:9][CH2:8][O:7][CH2:6]1)(=[O:3])[CH3:2]. The yield is 0.770. (3) The reactants are [Br:1][C:2]1[N:3]=[C:4]([C:9]#[C:10][Si:11]([CH3:14])([CH3:13])[CH3:12])[C:5]([NH2:8])=[N:6][CH:7]=1.N1C=CC=CC=1.[C:21](Cl)(=[O:23])[CH3:22]. The catalyst is C1COCC1. The product is [Br:1][C:2]1[N:3]=[C:4]([C:9]#[C:10][Si:11]([CH3:13])([CH3:12])[CH3:14])[C:5]([NH:8][C:21](=[O:23])[CH3:22])=[N:6][CH:7]=1. The yield is 0.310. (4) The reactants are Br[C:2]1[C:3]([NH:9][CH:10]2[CH2:14][CH2:13][CH2:12][CH2:11]2)=[N:4][C:5]([NH2:8])=[N:6][CH:7]=1.[Cl:15][C:16]1[CH:17]=[N:18][CH:19]=[CH:20][C:21]=1B(O)O.C(=O)([O-])[O-].[Na+].[Na+]. The catalyst is O1CCOCC1.Cl[Pd](Cl)([P](C1C=CC=CC=1)(C1C=CC=CC=1)C1C=CC=CC=1)[P](C1C=CC=CC=1)(C1C=CC=CC=1)C1C=CC=CC=1. The product is [Cl:15][C:16]1[CH:17]=[N:18][CH:19]=[CH:20][C:21]=1[C:2]1[C:3]([NH:9][CH:10]2[CH2:14][CH2:13][CH2:12][CH2:11]2)=[N:4][C:5]([NH2:8])=[N:6][CH:7]=1. The yield is 0.800. (5) The reactants are [N+:1]([O-:4])(O)=[O:2].[F:5][C:6]1[CH:11]=[CH:10][CH:9]=[C:8]([F:12])[C:7]=1[CH3:13].S(=O)(=O)(O)O. The yield is 0.490. No catalyst specified. The product is [F:5][C:6]1[CH:11]=[CH:10][C:9]([N+:1]([O-:4])=[O:2])=[C:8]([F:12])[C:7]=1[CH3:13]. (6) The reactants are [Br:1][C:2]1[CH:3]=[CH:4][C:5]([O:19][C:20]([F:23])([F:22])[F:21])=[C:6]([CH:8]=[C:9]2[C:13]([CH3:15])([CH3:14])[O:12][C:11]([CH3:17])([CH3:16])[C:10]2=[O:18])[CH:7]=1.[OH:24]O.[OH-].[Li+]. The catalyst is CO. The product is [Br:1][C:2]1[CH:3]=[CH:4][C:5]([O:19][C:20]([F:23])([F:21])[F:22])=[C:6]([CH:8]2[C:9]3([C:10](=[O:18])[C:11]([CH3:17])([CH3:16])[O:12][C:13]3([CH3:14])[CH3:15])[O:24]2)[CH:7]=1. The yield is 0.860. (7) The reactants are [CH:1](=[C:8]1[CH2:20][CH2:19][C:18]2[C:17]3[C:12](=[CH:13][C:14]([Cl:22])=[C:15]([Cl:21])[CH:16]=3)[NH:11][C:10]=2[C:9]1=[O:23])[C:2]1[CH:7]=[CH:6][CH:5]=[CH:4][CH:3]=1. The catalyst is CCOC(C)=O.[Pd]. The product is [CH2:1]([CH:8]1[CH2:20][CH2:19][C:18]2[C:17]3[C:12](=[CH:13][C:14]([Cl:22])=[C:15]([Cl:21])[CH:16]=3)[NH:11][C:10]=2[C:9]1=[O:23])[C:2]1[CH:3]=[CH:4][CH:5]=[CH:6][CH:7]=1. The yield is 0.570.